This data is from Experimentally validated miRNA-target interactions with 360,000+ pairs, plus equal number of negative samples. The task is: Binary Classification. Given a miRNA mature sequence and a target amino acid sequence, predict their likelihood of interaction. (1) The miRNA is hsa-miR-5683 with sequence UACAGAUGCAGAUUCUCUGACUUC. The protein sequence of the target gene is MSDYNTGGPPPGPPPPAGGGGGAAGAGGGPPPGPPGAGDRGGGGPGGGGPGGGGASGGPSQPPGGGGPGIRKDAFADAVQRARQIAAKIGGDAATTVNNNTPDFGFGGQKRQLEDGDQPDSKKLASQGDSIGSQLGPIHPPPRTSMTEEYRVPDGMVGLIIGRGGEQINKIQQDSGCKVQISPDSGGLPERSVSLTGAPESVQKAKMMLDDIVSRGRGGPPGQFHDNANGGQNGTVQEIMIPAGKAGLVIGKGGETIKQLQERAGVKMILIQDGSQNTNVDKPLRIIGDPYKVQQACEMV.... Result: 0 (no interaction). (2) The miRNA is hsa-miR-4270 with sequence UCAGGGAGUCAGGGGAGGGC. The protein sequence of the target gene is MAHYKTEQDDWLIIYLKYLLFVFNFFFWVGGAAVLAVGIWTLVEKSGYLSVLASSTFAASAYILIFAGVLVMVTGFLGFGAILWERKGCLSTYFCLLLVIFLVELVAGVLAHVYYQRLSDELKQHLNRTLAENYGQPGATQITASVDRLQQDFKCCGSNSSADWQHSTYILLREAEGRQVPDSCCKTVVVRCGQRAHPSNIYKVEGGCLTKLEQFLADHLLLMGAVGIGVACLQICGMVLTCCLHQRLQRHFY. Result: 1 (interaction). (3) The miRNA is hsa-miR-6890-5p with sequence CAUGGGGUAGGGCAGAGUAGG. The protein sequence of the target gene is MGRRPARCYRYCKNKPYPKSRFCRGVPDAKIRIFDLGRKKAKVDEFPLCGHMVSDEYEQLSSEALEAARICANKYMVKSCGKDGFHIRVRLHPFHVIRINKMLSCAGADRLQTGMRGAFGKPQGTVARVHIGQVIMSIRTKLQNKEHVIEALRRAKFKFPGRQKIHISKKWGFTKFNADEFEDMVAEKRLIPDGCGVKYIPNRGPLDKWRALHS. Result: 0 (no interaction). (4) The miRNA is mmu-miR-193b-3p with sequence AACUGGCCCACAAAGUCCCGCU. The protein sequence of the target gene is MKFLLDILLLLPLLIVCSLESFVKLFIPKRRKSVTGEIVLITGAGHGIGRLTAYEFAKLKSKLVLWDINKHGLEETAAKCKGLGAKVHTFVVDCSNREDIYSSAKKVKAEIGDVSILVNNAGVVYTSDLFATQDPQIEKTFEVNVLAHFWTTKAFLPAMTKNNHGHIVTVASAAGHVSVPFLLAYCSSKFAAVGFHKTLTDELAALQITGVKTTCLCPNFVNTGFIKNPSTSLGPTLEPEEVVNRLMHGILTEQKMIFIPSSIAFLTTLERILPERFLAVLKQKISVKFDAVIGYKMKAQ.... Result: 0 (no interaction). (5) The miRNA is dme-miR-2b-3p with sequence UAUCACAGCCAGCUUUGAGGAGC. The protein sequence of the target gene is MAQKGQLSDDEKFLFVDKNFINSPVAQADWAAKRLVWVPSEKQGFEAASIKEEKGDEVVVELVENGKKVTVGKDDIQKMNPPKFSKVEDMAELTCLNEASVLHNLRERYFSGLIYTYSGLFCVVVNPYKHLPIYSEKIVDMYKGKKRHEMPPHIYAIADTAYRSMLQDREDQSILCTGESGAGKTENTKKVIQYLAVVASSHKGKKDTSITGELEKQLLQANPILEAFGNAKTVKNDNSSRFGKFIRINFDVTGYIVGANIETYLLEKSRAIRQARDERTFHIFYYMIAGAKEKMRSDLL.... Result: 0 (no interaction). (6) The miRNA is hsa-miR-181a-5p with sequence AACAUUCAACGCUGUCGGUGAGU. The protein sequence of the target gene is MSIVIPLGVDTAETSYLEMAAGSEPESVEASPVVVEKSNSYPHQLYTSSSHHSHSYIGLPYADHNYGARPPPTPPASPPPSVLISKNEVGIFTTPNFDETSSATTISTSEDGSYGTDVTRCICGFTHDDGYMICCDKCSVWQHIDCMGIDRQHIPDTYLCERCQPRNLDKERAVLLQRRKRENMSDGDTSATESGDEVPVELYTAFQHTPTSITLTASRVSKVNDKRRKKSGEKEQHISKCKKAFREGSRKSSRVKGSAPEIDPSSDGSNFGWETKIKAWMDRYEEANNNQYSEGVQREA.... Result: 1 (interaction). (7) The miRNA is mmu-miR-329-3p with sequence AACACACCCAGCUAACCUUUUU. The protein sequence of the target gene is MLLLWLLLLLLLLVPLLAILWQQRSRGARPCWLISLQHRVAWGMLGWAAAWQQWRLDRSTLNVGQSQQQALMWCLKKAQGSCCLPREDTDMRTFRNHLPLTQTSHTQEQESEETLPSPASPQYHGDASLQATLLGLITLNKAYPEALAPGSTACVTPTSPWPCSVPWLGHALGRVSPDGAKDPRTLLLEALISPGLRVLEARTAVELLDVFVGLEADGEELAEAIAAGILGTLLPKRAAELKEALEQGPRGLARRLWPKLQVVVTLDSGGQAEAVAALRVLWCQGLAFFSPAYAASGGVV.... Result: 1 (interaction).